This data is from Forward reaction prediction with 1.9M reactions from USPTO patents (1976-2016). The task is: Predict the product of the given reaction. (1) Given the reactants [H-].[Na+].[CH3:3][S:4][C:5]1[N:10]=[C:9]([C:11]2[CH:16]=[CH:15][NH:14][C:13](=[O:17])[CH:12]=2)[CH:8]=[CH:7][N:6]=1.Cl[CH:19]([C:25]1[CH:30]=[CH:29][C:28]([Cl:31])=[C:27]([F:32])[CH:26]=1)[C:20]1[O:24][CH:23]=[N:22][CH:21]=1, predict the reaction product. The product is: [Cl:31][C:28]1[CH:29]=[CH:30][C:25]([CH:19]([C:20]2[O:24][CH:23]=[N:22][CH:21]=2)[N:14]2[CH:15]=[CH:16][C:11]([C:9]3[CH:8]=[CH:7][N:6]=[C:5]([S:4][CH3:3])[N:10]=3)=[CH:12][C:13]2=[O:17])=[CH:26][C:27]=1[F:32]. (2) Given the reactants [OH:1][C@H:2]1[CH2:7][CH2:6][N:5]([C:8]([O:10]C(C)(C)C)=O)[C@@H:4]([CH3:15])[CH2:3]1.F[C:17]1[CH:24]=[CH:23][C:22]([C:25]2[N:30]=[C:29]([NH:31][C:32]3[CH:37]=[CH:36][C:35]([N:38]4[CH2:43][CH2:42][N:41]([CH:44]5[CH2:47][O:46][CH2:45]5)[CH2:40][CH2:39]4)=[CH:34][CH:33]=3)[N:28]=[CH:27][N:26]=2)=[CH:21][C:18]=1[C:19]#[N:20].[OH:48][C@@H:49](C)[C:50](O)=O, predict the reaction product. The product is: [OH:48][C@@H:49]([CH3:50])[C:8]([N:5]1[CH2:6][CH2:7][C@H:2]([O:1][C:17]2[CH:24]=[CH:23][C:22]([C:25]3[N:30]=[C:29]([NH:31][C:32]4[CH:37]=[CH:36][C:35]([N:38]5[CH2:43][CH2:42][N:41]([CH:44]6[CH2:47][O:46][CH2:45]6)[CH2:40][CH2:39]5)=[CH:34][CH:33]=4)[N:28]=[CH:27][N:26]=3)=[CH:21][C:18]=2[C:19]#[N:20])[CH2:3][C@@H:4]1[CH3:15])=[O:10].